From a dataset of Forward reaction prediction with 1.9M reactions from USPTO patents (1976-2016). Predict the product of the given reaction. (1) Given the reactants [Cl:1][C:2]([Cl:34])([Cl:33])[CH2:3][O:4][C:5]([C@@H:7]1[CH2:12][CH2:11][CH2:10][N:9]([C:13](=[O:32])[C@@H:14]([NH:16][C:17](=[O:31])[C@@H:18]([NH:22][C:23](=[O:30])[C:24]([C:28]#[N:29])([CH3:27])[CH:25]=[CH2:26])[CH:19]([CH3:21])[CH3:20])[CH3:15])[NH:8]1)=[O:6].Br[C:36]1[CH:45]=[C:44]2[C:39]([CH:40]=[CH:41][C:42]([C@H:46]([OH:48])[CH3:47])=[N:43]2)=[CH:38][CH:37]=1.C1(C)C=CC=CC=1P(C1C=CC=CC=1C)C1C=CC=CC=1C.C1(CNCC2CCCCC2)CCCCC1, predict the reaction product. The product is: [Cl:34][C:2]([Cl:33])([Cl:1])[CH2:3][O:4][C:5]([C@@H:7]1[CH2:12][CH2:11][CH2:10][N:9]([C:13](=[O:32])[C@@H:14]([NH:16][C:17](=[O:31])[C@@H:18]([NH:22][C:23](=[O:30])[C:24]([C:28]#[N:29])([CH3:27])/[CH:25]=[CH:26]/[C:36]2[CH:45]=[C:44]3[C:39]([CH:40]=[CH:41][C:42]([C@H:46]([OH:48])[CH3:47])=[N:43]3)=[CH:38][CH:37]=2)[CH:19]([CH3:21])[CH3:20])[CH3:15])[NH:8]1)=[O:6]. (2) Given the reactants C1(C([CH:9]2[CH2:15][C@H:14]3[C:16]4([O:20][CH2:19][CH2:18][O:17]4)[C@H:11]([CH2:12][CH2:13]3)[CH2:10]2)=O)C=CC=CC=1.CC(C)([O-:24])C.[K+].C(O)(C)(C)C.O=O, predict the reaction product. The product is: [O:17]1[CH2:18][CH2:19][O:20][C:16]21[C@H:14]1[CH2:13][CH2:12][C@@H:11]2[CH2:10][C:9](=[O:24])[CH2:15]1. (3) Given the reactants C([O:5][C:6](=[O:30])/[CH:7]=[CH:8]/[C:9]1[CH:29]=[N:28][C:12]2[NH:13][C:14](=[O:27])[CH2:15][N:16]([CH2:18][C:19]3[CH:24]=[CH:23][C:22]([O:25][CH3:26])=[CH:21][CH:20]=3)[CH2:17][C:11]=2[CH:10]=1)(C)(C)C.C(O)(C(F)(F)F)=O.C(Cl)[Cl:39], predict the reaction product. The product is: [ClH:39].[CH3:26][O:25][C:22]1[CH:21]=[CH:20][C:19]([CH2:18][N:16]2[CH2:17][C:11]3[CH:10]=[C:9](/[CH:8]=[CH:7]/[C:6]([OH:30])=[O:5])[CH:29]=[N:28][C:12]=3[NH:13][C:14](=[O:27])[CH2:15]2)=[CH:24][CH:23]=1. (4) Given the reactants [C:1]([O:5][C:6](=[O:35])[N:7]([CH2:33][CH3:34])[CH2:8][C:9]1[CH:10]=[N:11][CH:12]=[C:13]([C:16]2[CH:17]=[C:18]3[C:22](=[CH:23][CH:24]=2)[N:21]([CH:25]2[CH2:30][CH2:29][CH2:28][CH2:27][O:26]2)[N:20]=[C:19]3[CH:31]=O)[C:14]=1[CH3:15])([CH3:4])([CH3:3])[CH3:2].[C:36]([O-])(=O)[CH3:37].[NH4+:40].[OH-].[NH4+:42].C(C=O)=O.C(=O)(O)[O-].[Na+], predict the reaction product. The product is: [C:1]([O:5][C:6](=[O:35])[N:7]([CH2:33][CH3:34])[CH2:8][C:9]1[CH:10]=[N:11][CH:12]=[C:13]([C:16]2[CH:17]=[C:18]3[C:22](=[CH:23][CH:24]=2)[N:21]([CH:25]2[CH2:30][CH2:29][CH2:28][CH2:27][O:26]2)[N:20]=[C:19]3[C:31]2[NH:40][CH:36]=[CH:37][N:42]=2)[C:14]=1[CH3:15])([CH3:2])([CH3:3])[CH3:4]. (5) Given the reactants [CH:1]1([C:4]2[CH:9]=[CH:8][C:7](Br)=[CH:6][CH:5]=2)[CH2:3][CH2:2]1.C([Li])CCC.CCCCCC.[CH:22]([C:24]1[CH:29]=[CH:28][N:27]=[CH:26][C:25]=1[O:30][CH2:31][O:32][CH2:33][CH2:34][Si:35]([CH3:38])([CH3:37])[CH3:36])=[O:23].[Cl-].[NH4+], predict the reaction product. The product is: [CH:1]1([C:4]2[CH:9]=[CH:8][C:7]([CH:22]([C:24]3[CH:29]=[CH:28][N:27]=[CH:26][C:25]=3[O:30][CH2:31][O:32][CH2:33][CH2:34][Si:35]([CH3:38])([CH3:37])[CH3:36])[OH:23])=[CH:6][CH:5]=2)[CH2:3][CH2:2]1. (6) Given the reactants CC(OI1(OC(C)=O)(OC(C)=O)OC(=O)C2C1=CC=CC=2)=O.[N:23]1[CH:28]=[CH:27][CH:26]=[C:25]([CH2:29][CH2:30][CH2:31][OH:32])[CH:24]=1, predict the reaction product. The product is: [N:23]1[CH:28]=[CH:27][CH:26]=[C:25]([CH2:29][CH2:30][CH:31]=[O:32])[CH:24]=1. (7) Given the reactants C([O:3][C:4]([C:6]1[N:7]=[C:8]([C:13]2[C:22]3[C:17](=[CH:18][CH:19]=[CH:20][CH:21]=3)[CH:16]=[CH:15][CH:14]=2)[N:9]([CH2:11][CH3:12])[CH:10]=1)=[O:5])C.[OH-].[Li+], predict the reaction product. The product is: [CH2:11]([N:9]1[CH:10]=[C:6]([C:4]([OH:5])=[O:3])[N:7]=[C:8]1[C:13]1[C:22]2[C:17](=[CH:18][CH:19]=[CH:20][CH:21]=2)[CH:16]=[CH:15][CH:14]=1)[CH3:12]. (8) Given the reactants [CH3:1][C:2]1([CH3:22])[C:14]2[C:6]([N:7]=[C:8]3[C:13]=2[CH:12]=[CH:11][CH:10]=[CH:9]3)=[CH:5][C:4]2[CH:15]=[C:16]3[C:21]([C:3]1=2)=[CH:20][CH2:19][CH:18]=[CH:17]3.Br[C:24]1[CH:29]=[CH:28][C:27]([C:30]2[CH:35]=[CH:34][CH:33]=[CH:32][CH:31]=2)=[CH:26][CH:25]=1.S(=O)(O)[O-].[Na+].C(C1C=C(C(C)(C)C)C=C(C(O)=O)C=1O)(C)(C)C.C(=O)([O-])[O-].[K+].[K+].C(C1C=CC=CC=1)CCCCCCCCCCC, predict the reaction product. The product is: [C:27]1([C:30]2[CH:31]=[CH:32][CH:33]=[CH:34][CH:35]=2)[CH:28]=[CH:29][C:24]([CH:19]2[CH:20]=[C:21]3[C:16](=[CH:15][C:4]4[CH:5]=[C:6]5[C:14]([C:2]([CH3:22])([CH3:1])[C:3]=43)=[C:13]3[C:8]([CH:9]=[CH:10][CH:11]=[CH:12]3)=[N:7]5)[CH:17]=[CH:18]2)=[CH:25][CH:26]=1. (9) Given the reactants [F:1][C:2]1[CH:7]=[CH:6][C:5]([C:8](=[O:12])[CH2:9][C:10]#[N:11])=[CH:4][CH:3]=1.[CH3:13][O:14][C:15]1[CH:21]=[CH:20][C:18]([NH2:19])=[CH:17][CH:16]=1, predict the reaction product. The product is: [F:1][C:2]1[CH:3]=[CH:4][C:5]([C:8](=[O:12])[CH2:9][C:10](=[NH:11])[NH:19][C:18]2[CH:20]=[CH:21][C:15]([O:14][CH3:13])=[CH:16][CH:17]=2)=[CH:6][CH:7]=1.